From a dataset of Forward reaction prediction with 1.9M reactions from USPTO patents (1976-2016). Predict the product of the given reaction. Given the reactants Cl.[N:2]1([C:6]([C:8]2[CH:40]=[CH:39][C:11]([O:12][C:13]3[CH:14]=[C:15]([CH:24]=[C:25]([O:27][C@@H:28]([CH3:38])[CH2:29][O:30][Si](C(C)(C)C)(C)C)[CH:26]=3)[C:16]([NH:18][C:19]3[S:20][CH:21]=[CH:22][N:23]=3)=[O:17])=[CH:10][CH:9]=2)=[O:7])[CH2:5][CH2:4][CH2:3]1.C(=O)(O)[O-].[Na+], predict the reaction product. The product is: [N:2]1([C:6]([C:8]2[CH:40]=[CH:39][C:11]([O:12][C:13]3[CH:14]=[C:15]([CH:24]=[C:25]([O:27][C@@H:28]([CH3:38])[CH2:29][OH:30])[CH:26]=3)[C:16]([NH:18][C:19]3[S:20][CH:21]=[CH:22][N:23]=3)=[O:17])=[CH:10][CH:9]=2)=[O:7])[CH2:5][CH2:4][CH2:3]1.